From a dataset of Full USPTO retrosynthesis dataset with 1.9M reactions from patents (1976-2016). Predict the reactants needed to synthesize the given product. (1) Given the product [CH3:33][O:32][C:30]([C@H:27]1[CH2:26][CH2:25][C@H:24]([NH:23][S:10]([C:13]2[CH:14]=[C:15]([CH:19]=[CH:20][CH:21]=2)[C:16]([O:8][CH2:1][C:2]2[CH:7]=[CH:6][CH:5]=[CH:4][CH:3]=2)=[O:17])(=[O:12])=[O:11])[CH2:29][CH2:28]1)=[O:31], predict the reactants needed to synthesize it. The reactants are: [CH2:1]([OH:8])[C:2]1[CH:7]=[CH:6][CH:5]=[CH:4][CH:3]=1.Cl[S:10]([C:13]1[CH:14]=[C:15]([CH:19]=[CH:20][CH:21]=1)[C:16](Cl)=[O:17])(=[O:12])=[O:11].Cl.[NH2:23][C@H:24]1[CH2:29][CH2:28][C@H:27]([C:30]([O:32][CH3:33])=[O:31])[CH2:26][CH2:25]1.CCN(C(C)C)C(C)C. (2) Given the product [CH2:19]([O:22][NH:23][C:9](=[O:10])[O:11][C:12]([CH3:13])([CH3:14])[CH3:15])[CH:20]=[CH2:21], predict the reactants needed to synthesize it. The reactants are: [C:9](O[C:9]([O:11][C:12]([CH3:15])([CH3:14])[CH3:13])=[O:10])([O:11][C:12]([CH3:15])([CH3:14])[CH3:13])=[O:10].[OH-].[Na+].Cl.[CH2:19]([O:22][NH2:23])[CH:20]=[CH2:21].C(Cl)Cl. (3) Given the product [CH2:1]([N:8]1[CH2:12][CH:11]([CH:13]2[CH2:18][CH2:17][CH2:16][NH:15][CH2:14]2)[CH:10]([NH:19][C:20](=[O:26])[O:21][C:22]([CH3:24])([CH3:23])[CH3:25])[CH2:9]1)[C:2]1[CH:3]=[CH:4][CH:5]=[CH:6][CH:7]=1, predict the reactants needed to synthesize it. The reactants are: [CH2:1]([N:8]1[CH2:12][CH:11]([C:13]2[CH:14]=[N:15][CH:16]=[CH:17][CH:18]=2)[CH:10]([NH:19][C:20](=[O:26])[O:21][C:22]([CH3:25])([CH3:24])[CH3:23])[CH2:9]1)[C:2]1[CH:7]=[CH:6][CH:5]=[CH:4][CH:3]=1.[H][H].